Dataset: Full USPTO retrosynthesis dataset with 1.9M reactions from patents (1976-2016). Task: Predict the reactants needed to synthesize the given product. (1) Given the product [S:13]([N:1]1[CH2:5][CH2:4][C@H:3]([O:6][S:13]([C:10]2[CH:11]=[CH:12][C:7]([CH3:17])=[CH:8][CH:9]=2)(=[O:20])=[O:18])[CH2:2]1)([C:10]1[CH:11]=[CH:12][C:7]([CH3:17])=[CH:8][CH:9]=1)(=[O:15])=[O:14], predict the reactants needed to synthesize it. The reactants are: [NH:1]1[CH2:5][CH2:4][C@H:3]([OH:6])[CH2:2]1.[C:7]1([CH3:17])[CH:12]=[CH:11][C:10]([S:13](Cl)(=[O:15])=[O:14])=[CH:9][CH:8]=1.[OH-:18].[Na+].[OH2:20]. (2) Given the product [C:1]([C:5]1[CH:23]=[C:22]([F:24])[CH:21]=[CH:20][C:6]=1[O:7][CH:8]1[CH2:11][N:10]([C:12](=[O:19])[CH2:13][CH2:14][C:15]([OH:17])=[O:16])[CH2:9]1)([CH3:4])([CH3:2])[CH3:3], predict the reactants needed to synthesize it. The reactants are: [C:1]([C:5]1[CH:23]=[C:22]([F:24])[CH:21]=[CH:20][C:6]=1[O:7][CH:8]1[CH2:11][N:10]([C:12](=[O:19])[CH2:13][CH2:14][C:15]([O:17]C)=[O:16])[CH2:9]1)([CH3:4])([CH3:3])[CH3:2].[OH-].[Li+].Cl. (3) Given the product [F:27][C:28]([F:33])([F:32])[C:29]([OH:31])=[O:30].[F:27][C:28]([F:33])([F:32])[C:29]([OH:31])=[O:30].[CH3:26][N:15]([C@@H:10]1[C@H:11]([CH3:14])[CH2:12][CH2:13][NH:8][CH2:9]1)[C:16]1[C:17]2[CH:25]=[CH:24][NH:23][C:18]=2[N:19]=[CH:20][N:21]=1, predict the reactants needed to synthesize it. The reactants are: C([N:8]1[CH2:13][CH2:12][C@@H:11]([CH3:14])[C@@H:10]([N:15]([CH3:26])[C:16]2[C:17]3[CH:25]=[CH:24][NH:23][C:18]=3[N:19]=[C:20](N)[N:21]=2)[CH2:9]1)C1C=CC=CC=1.[F:27][C:28]([F:33])([F:32])[C:29]([OH:31])=[O:30]. (4) Given the product [I-:24].[C:17]([O:16][C:14]([N:11]1[CH2:12][CH2:13][CH:8]([O:7][C:4]2[CH:3]=[CH:2][N+:1]([CH:21]([CH3:23])[CH3:22])=[CH:6][CH:5]=2)[CH2:9][CH2:10]1)=[O:15])([CH3:20])([CH3:19])[CH3:18], predict the reactants needed to synthesize it. The reactants are: [N:1]1[CH:6]=[CH:5][C:4]([O:7][CH:8]2[CH2:13][CH2:12][N:11]([C:14]([O:16][C:17]([CH3:20])([CH3:19])[CH3:18])=[O:15])[CH2:10][CH2:9]2)=[CH:3][CH:2]=1.[CH:21]([I:24])([CH3:23])[CH3:22].